From a dataset of Catalyst prediction with 721,799 reactions and 888 catalyst types from USPTO. Predict which catalyst facilitates the given reaction. (1) Reactant: [C:1]12([CH2:11][O:12][C:13]3[C:20](Br)=[CH:19][C:16]([C:17]#[N:18])=[C:15]([F:22])[CH:14]=3)[CH2:10][CH:5]3[CH2:6][CH:7]([CH2:9][CH:3]([CH2:4]3)[CH2:2]1)[CH2:8]2.[CH:23]1(B(O)O)[CH2:25][CH2:24]1.P([O-])([O-])([O-])=O.[K+].[K+].[K+].F[B-](F)(F)F.C1(P(C2CCCCC2)C2CCCCC2)CCCCC1. Product: [C:1]12([CH2:11][O:12][C:13]3[C:20]([CH:23]4[CH2:25][CH2:24]4)=[CH:19][C:16]([C:17]#[N:18])=[C:15]([F:22])[CH:14]=3)[CH2:10][CH:5]3[CH2:6][CH:7]([CH2:9][CH:3]([CH2:4]3)[CH2:2]1)[CH2:8]2. The catalyst class is: 498. (2) Reactant: [Br:1][C:2]1[CH:3]=[C:4]2[C:10]([C@@H:11]([C:13]3[C:18]([OH:19])=[CH:17][CH:16]=[C:15]([F:20])[C:14]=3[Cl:21])[CH3:12])=[CH:9][N:8]([C:22]([O:24][C:25]([CH3:28])([CH3:27])[CH3:26])=[O:23])[C:5]2=[N:6][CH:7]=1.C1(C)C=CC(S(O[CH2:39][C@H:40]2[CH2:44][O:43][C:42]([CH3:46])([CH3:45])[O:41]2)(=O)=O)=CC=1.C(=O)([O-])[O-].[K+].[K+].CCOC(C)=O. Product: [C:25]([O:24][C:22]([N:8]1[C:5]2=[N:6][CH:7]=[C:2]([Br:1])[CH:3]=[C:4]2[C:10]([C@@H:11]([C:13]2[C:18]([O:19][CH2:39][C@H:40]3[CH2:44][O:43][C:42]([CH3:46])([CH3:45])[O:41]3)=[CH:17][CH:16]=[C:15]([F:20])[C:14]=2[Cl:21])[CH3:12])=[CH:9]1)=[O:23])([CH3:27])([CH3:26])[CH3:28]. The catalyst class is: 3. (3) Reactant: [CH2:1]([N:8]1[C:17]2[C:12](=[CH:13][CH:14]=[CH:15][CH:16]=2)[NH:11][CH2:10][CH2:9]1)[C:2]1[CH:7]=[CH:6][CH:5]=[CH:4][CH:3]=1.C(N(C(C)C)C(C)C)C.Cl[CH2:28][C:29]([NH2:31])=[O:30]. Product: [CH2:1]([N:8]1[C:17]2[C:12](=[CH:13][CH:14]=[CH:15][CH:16]=2)[N:11]([CH2:28][C:29]([NH2:31])=[O:30])[CH2:10][CH2:9]1)[C:2]1[CH:3]=[CH:4][CH:5]=[CH:6][CH:7]=1. The catalyst class is: 9. (4) Reactant: [CH3:1][C:2]1[CH:6]=[C:5]([NH:7][C:8](=[O:15])OCC(Cl)(Cl)Cl)[O:4][N:3]=1.[C:16]1([C:22]2[N:26]=[C:25]([N:27]3[CH2:32][CH2:31][NH:30][CH2:29][CH2:28]3)[S:24][N:23]=2)[CH:21]=[CH:20][CH:19]=[CH:18][CH:17]=1.C(N(C(C)C)CC)(C)C.O. Product: [CH3:1][C:2]1[CH:6]=[C:5]([NH:7][C:8]([N:30]2[CH2:31][CH2:32][N:27]([C:25]3[S:24][N:23]=[C:22]([C:16]4[CH:21]=[CH:20][CH:19]=[CH:18][CH:17]=4)[N:26]=3)[CH2:28][CH2:29]2)=[O:15])[O:4][N:3]=1. The catalyst class is: 16. (5) Reactant: [CH:1]1([C:4]2[N:9]=[C:8](SC)[N:7]=[C:6]([C:12]([OH:14])=[O:13])[CH:5]=2)[CH2:3][CH2:2]1.O[O:16][S:17]([O-:19])=O.[K+].S(OOS([O-])(=O)=O)([O-])(=O)=O.[K+].[K+].OS([O-])(=O)=O.[K+].[CH3:39]SC1N=CC=CN=1. Product: [CH:1]1([C:4]2[N:9]=[C:8]([S:17]([CH3:39])(=[O:19])=[O:16])[N:7]=[C:6]([C:12]([OH:14])=[O:13])[CH:5]=2)[CH2:2][CH2:3]1. The catalyst class is: 192. (6) Product: [Cl:24][C:5]1[C:6]([NH:8][CH:9]2[CH2:10][CH:11]3[CH2:15][NH:14][CH2:13][CH:12]3[CH2:23]2)=[N:7][C:2]([NH:32][C:30]2[C:29]([CH3:33])=[N:28][N:27]([CH3:26])[CH:31]=2)=[N:3][CH:4]=1. The catalyst class is: 12. Reactant: Cl[C:2]1[N:7]=[C:6]([NH:8][CH:9]2[CH2:23][CH:12]3[CH2:13][N:14](C(OC(C)(C)C)=O)[CH2:15][CH:11]3[CH2:10]2)[C:5]([Cl:24])=[CH:4][N:3]=1.Cl.[CH3:26][N:27]1[CH:31]=[C:30]([NH2:32])[C:29]([CH3:33])=[N:28]1.FC(F)(F)C(O)=O.C([O-])([O-])=O.[Na+].[Na+]. (7) Product: [C:1]([CH:5]1[CH2:10][CH2:9][C:8]([C:11]2[C:12]([NH2:21])=[CH:13][C:14]3[S:18][C:17]([CH3:19])=[N:16][C:15]=3[CH:20]=2)=[CH:7][CH2:6]1)([CH3:4])([CH3:2])[CH3:3]. Reactant: [C:1]([CH:5]1[CH2:10][CH2:9][C:8]([C:11]2[C:12]([N+:21]([O-])=O)=[CH:13][C:14]3[S:18][C:17]([CH3:19])=[N:16][C:15]=3[CH:20]=2)=[CH:7][CH2:6]1)([CH3:4])([CH3:3])[CH3:2]. The catalyst class is: 43.